This data is from Reaction yield outcomes from USPTO patents with 853,638 reactions. The task is: Predict the reaction yield, written as a fraction of the theoretical maximum amount of product (1.0 means a 100% yield; for example, 0.34 means a 34% yield). (1) The reactants are [C:1]([C:4]1[C:9]([NH:10][C:11]([C:13]2[CH:17]=[C:16]([CH:18]([CH3:20])[CH3:19])[O:15][N:14]=2)=O)=[C:8]([Cl:21])[C:7]([O:22][CH3:23])=[CH:6][CH:5]=1)(=[O:3])[CH3:2].C(C1N=C(C2C=C(O)C3C(=CC(OC)=CC=3)N=2)SC=1)(C)C. No catalyst specified. The product is [Cl:21][C:8]1[C:7]([O:22][CH3:23])=[CH:6][CH:5]=[C:4]2[C:9]=1[N:10]=[C:11]([C:13]1[CH:17]=[C:16]([CH:18]([CH3:20])[CH3:19])[O:15][N:14]=1)[CH:2]=[C:1]2[OH:3]. The yield is 1.00. (2) The reactants are [CH3:1][O:2][C:3]1[C:4](=[O:25])[C:5]([CH3:24])=[C:6]([CH2:12][C:13]2[CH:18]=[CH:17][C:16]([CH2:19][CH2:20][C:21](O)=[O:22])=[CH:15][CH:14]=2)[C:7](=[O:11])[C:8]=1[O:9][CH3:10].[CH2:26]([CH2:28][NH2:29])[OH:27]. No catalyst specified. The product is [CH3:1][O:2][C:3]1[C:4](=[O:25])[C:5]([CH3:24])=[C:6]([CH2:12][C:13]2[CH:18]=[CH:17][C:16]([CH2:19][CH2:20][C:21]([NH:29][CH2:28][CH2:26][OH:27])=[O:22])=[CH:15][CH:14]=2)[C:7](=[O:11])[C:8]=1[O:9][CH3:10]. The yield is 0.290. (3) The catalyst is O1CCCC1.C(OCC)(=O)C. The reactants are [Cl:1][C:2]1[N:3]=[C:4]2[C:10]([I:11])=[CH:9][NH:8][C:5]2=[N:6][CH:7]=1.[CH:12]([Si:15](Cl)([CH:19]([CH3:21])[CH3:20])[CH:16]([CH3:18])[CH3:17])([CH3:14])[CH3:13]. The product is [Cl:1][C:2]1[N:3]=[C:4]2[C:10]([I:11])=[CH:9][N:8]([Si:15]([CH:19]([CH3:21])[CH3:20])([CH:16]([CH3:18])[CH3:17])[CH:12]([CH3:14])[CH3:13])[C:5]2=[N:6][CH:7]=1. The yield is 0.950. (4) The reactants are [CH:1]#[C:2][CH2:3][NH:4][C@H:5]1[C:9]2[CH:10]=[CH:11][CH:12]=[CH:13][C:8]=2[CH2:7][CH2:6]1.[CH3:14][S:15]([OH:18])(=[O:17])=[O:16]. No catalyst specified. The product is [CH3:14][S:15]([OH:18])(=[O:17])=[O:16].[CH:1]#[C:2][CH2:3][NH:4][C@H:5]1[C:9]2[CH:10]=[CH:11][CH:12]=[CH:13][C:8]=2[CH2:7][CH2:6]1. The yield is 0.855. (5) The reactants are [Br:1][C:2]1[CH:7]=[CH:6][N:5]=[C:4]2[N:8]([S:12]([C:15]3[CH:20]=[CH:19][CH:18]=[CH:17][CH:16]=3)(=[O:14])=[O:13])[C:9](I)=[CH:10][C:3]=12.[CH:21]([C:23]1[CH:24]=[C:25](B(O)O)[CH:26]=[CH:27][CH:28]=1)=[O:22].C(=O)(O)[O-].[Na+]. The catalyst is C1C=CC([P]([Pd]([P](C2C=CC=CC=2)(C2C=CC=CC=2)C2C=CC=CC=2)([P](C2C=CC=CC=2)(C2C=CC=CC=2)C2C=CC=CC=2)[P](C2C=CC=CC=2)(C2C=CC=CC=2)C2C=CC=CC=2)(C2C=CC=CC=2)C2C=CC=CC=2)=CC=1.CN(C)C=O. The product is [Br:1][C:2]1[CH:7]=[CH:6][N:5]=[C:4]2[N:8]([S:12]([C:15]3[CH:20]=[CH:19][CH:18]=[CH:17][CH:16]=3)(=[O:14])=[O:13])[C:9]([C:27]3[CH:26]=[CH:25][CH:24]=[C:23]([CH:21]=[O:22])[CH:28]=3)=[CH:10][C:3]=12. The yield is 0.770. (6) The reactants are N1[CH:5]=[CH:4]N=C1.[NH2:6][C:7]1[N:12]=[CH:11][C:10]2[C:13]([N:35]([CH2:43][CH3:44])C(=O)OC(C)(C)C)=[N:14][N:15](C(C3C=CC=CC=3)(C3C=CC=CC=3)C3C=CC=CC=3)[C:9]=2[CH:8]=1.[C:45]([N:52]1[CH:56]=[CH:55][N:54]=[CH:53]1)(N1C=CN=C1)=[O:46].CCN(C(C)C)[CH:60]([CH3:62])[CH3:61].C([SiH](CC)CC)C. The catalyst is C(Cl)Cl.CN(C=O)C. The product is [CH2:43]([NH:35][C:13]1[C:10]2[CH:11]=[N:12][C:7]([NH:6][C:45]([NH:52][CH:56]([C:55]3[CH:62]=[CH:60][CH:61]=[CH:53][N:54]=3)[CH2:4][CH3:5])=[O:46])=[CH:8][C:9]=2[NH:15][N:14]=1)[CH3:44]. The yield is 0.237.